From a dataset of Catalyst prediction with 721,799 reactions and 888 catalyst types from USPTO. Predict which catalyst facilitates the given reaction. Reactant: [Cl:1][C:2]1[CH:7]=[C:6]([O:8][C:9]([F:12])([F:11])[F:10])[CH:5]=[C:4]([Cl:13])[C:3]=1[N:14]=[C:15]=[O:16].[NH2:17][C:18]1[CH:19]=[C:20]([C:39]2[CH:44]=[CH:43][C:42]([O:45][CH3:46])=[CH:41][CH:40]=2)[CH:21]=[CH:22][C:23]=1[C:24]([NH:26][C@H:27]([C:35]([O:37][CH3:38])=[O:36])[C@@H:28]([CH3:34])[O:29][C:30]([CH3:33])([CH3:32])[CH3:31])=[O:25].CCCCCC.C(OCC)(=O)C. Product: [Cl:1][C:2]1[CH:7]=[C:6]([O:8][C:9]([F:10])([F:12])[F:11])[CH:5]=[C:4]([Cl:13])[C:3]=1[NH:14][C:15]([NH:17][C:18]1[CH:19]=[C:20]([C:39]2[CH:40]=[CH:41][C:42]([O:45][CH3:46])=[CH:43][CH:44]=2)[CH:21]=[CH:22][C:23]=1[C:24]([NH:26][C@H:27]([C:35]([O:37][CH3:38])=[O:36])[C@@H:28]([CH3:34])[O:29][C:30]([CH3:32])([CH3:33])[CH3:31])=[O:25])=[O:16]. The catalyst class is: 17.